Dataset: Full USPTO retrosynthesis dataset with 1.9M reactions from patents (1976-2016). Task: Predict the reactants needed to synthesize the given product. (1) The reactants are: Cl.[NH:2]1[CH2:7][CH2:6][CH:5]([O:8][C:9](=[O:23])[NH:10][C:11]2[CH:16]=[CH:15][CH:14]=[CH:13][C:12]=2[C:17]2[CH:22]=[CH:21][CH:20]=[CH:19][CH:18]=2)[CH2:4][CH2:3]1.C(=O)([O-])[O-].[K+].[K+].[C:30]([O:34][C:35]([N:37]([CH3:52])[CH2:38][CH2:39][CH2:40][CH2:41][CH2:42][CH2:43][CH2:44][CH2:45][CH2:46]OS(C)(=O)=O)=[O:36])([CH3:33])([CH3:32])[CH3:31].[I-].[K+]. Given the product [NH3:2].[C:30]([O:34][C:35]([N:37]([CH3:52])[CH2:38][CH2:39][CH2:40][CH2:41][CH2:42][CH2:43][CH2:44][CH2:45][CH2:46][N:2]1[CH2:3][CH2:4][CH:5]([O:8][C:9](=[O:23])[NH:10][C:11]2[CH:16]=[CH:15][CH:14]=[CH:13][C:12]=2[C:17]2[CH:22]=[CH:21][CH:20]=[CH:19][CH:18]=2)[CH2:6][CH2:7]1)=[O:36])([CH3:33])([CH3:32])[CH3:31], predict the reactants needed to synthesize it. (2) Given the product [CH3:2][O:3][C:4](=[O:15])[CH2:5][O:6][C:7]1[CH:12]=[CH:11][C:10]([N:13]=[C:17]=[O:19])=[C:9]([F:14])[CH:8]=1, predict the reactants needed to synthesize it. The reactants are: Cl.[CH3:2][O:3][C:4](=[O:15])[CH2:5][O:6][C:7]1[CH:12]=[CH:11][C:10]([NH2:13])=[C:9]([F:14])[CH:8]=1.Cl[C:17](Cl)([O:19]C(=O)OC(Cl)(Cl)Cl)Cl.CCN(CC)CC. (3) Given the product [Cl:35][C:36]1[CH:44]=[CH:43][C:39]([C:40]2[N:19]([S:20]([C:23]3[CH:28]=[CH:27][C:26]([CH3:29])=[CH:25][CH:24]=3)(=[O:22])=[O:21])[N:18]=[C:10]([CH:7]3[CH2:8][CH2:9][N:4]([C:1](=[O:3])[CH3:2])[CH2:5][CH2:6]3)[C:11]=2[C:12]2[CH:17]=[CH:16][N:15]=[CH:14][N:13]=2)=[CH:38][CH:37]=1, predict the reactants needed to synthesize it. The reactants are: [C:1]([N:4]1[CH2:9][CH2:8][CH:7](/[C:10](=[N:18]/[NH:19][S:20]([C:23]2[CH:28]=[CH:27][C:26]([CH3:29])=[CH:25][CH:24]=2)(=[O:22])=[O:21])/[CH2:11][C:12]2[CH:17]=[CH:16][N:15]=[CH:14][N:13]=2)[CH2:6][CH2:5]1)(=[O:3])[CH3:2].O1CCCC1.[Cl:35][C:36]1[CH:44]=[CH:43][C:39]([C:40](Cl)=O)=[CH:38][CH:37]=1. (4) Given the product [NH3:11].[OH:8][C@H:9]([C:28]1[CH:37]=[CH:36][C:35]([OH:38])=[C:34]2[C:29]=1[CH:30]=[CH:31][C:32](=[O:39])[NH:33]2)[CH2:10][NH:11][CH:12]1[CH2:17][CH2:16][N:15]([CH2:18][CH2:19][CH2:20][C:21]([OH:23])=[O:22])[CH2:14][CH2:13]1, predict the reactants needed to synthesize it. The reactants are: C(O)(C(F)(F)F)=O.[OH:8][C@H:9]([C:28]1[CH:37]=[CH:36][C:35]([OH:38])=[C:34]2[C:29]=1[CH:30]=[CH:31][C:32](=[O:39])[NH:33]2)[CH2:10][NH:11][CH:12]1[CH2:17][CH2:16][N:15]([CH2:18][CH2:19][CH2:20][C:21]([O:23]C(C)(C)C)=[O:22])[CH2:14][CH2:13]1. (5) The reactants are: [NH2:1][C:2]1[C:7]([CH:8]([CH3:10])[CH3:9])=[CH:6][C:5]([OH:11])=[CH:4][C:3]=1[CH:12]([CH3:14])[CH3:13].CN(C)C1C=CC=CC=1.Cl[C:25]([O:27][C:28]1[CH:33]=[CH:32][CH:31]=[CH:30][CH:29]=1)=[O:26]. Given the product [CH:12]([C:3]1[CH:4]=[C:5]([OH:11])[CH:6]=[C:7]([CH:8]([CH3:9])[CH3:10])[C:2]=1[NH:1][C:25](=[O:26])[O:27][C:28]1[CH:33]=[CH:32][CH:31]=[CH:30][CH:29]=1)([CH3:14])[CH3:13], predict the reactants needed to synthesize it. (6) Given the product [CH3:3][C:4]1[CH:9]=[CH:8][C:7]([C:10]2[C:11]([C:16]([NH:18][C:19]3[CH:24]=[CH:23][C:22]([NH:25][CH2:26][CH2:27][C:28]4[CH:33]=[CH:32][CH:31]=[CH:30][N:29]=4)=[CH:21][CH:20]=3)=[O:17])=[CH:12][CH:13]=[CH:14][CH:15]=2)=[CH:6][CH:5]=1, predict the reactants needed to synthesize it. The reactants are: Cl.Cl.[CH3:3][C:4]1[CH:9]=[CH:8][C:7]([C:10]2[C:11]([C:16]([NH:18][C:19]3[CH:24]=[CH:23][C:22]([NH:25][CH2:26][CH2:27][C:28]4[CH:33]=[CH:32][CH:31]=[CH:30][N:29]=4)=[CH:21][CH:20]=3)=[O:17])=[CH:12][CH:13]=[CH:14][CH:15]=2)=[CH:6][CH:5]=1.C(OCC)(=O)C.O1CCCC1.[OH-].[Na+]. (7) Given the product [OH:58][CH2:57][C:55]1[O:56][C:52]2[CH:51]=[CH:6][C:5]([NH:4][C:8](=[O:26])[C:9]3[CH:23]=[CH:16][CH:15]=[C:14](/[CH:13]=[CH:12]/[C:11]([F:10])([F:24])[F:25])[C:22]=3[CH3:21])=[CH:7][C:53]=2[N:54]=1, predict the reactants needed to synthesize it. The reactants are: C([N:4]([CH2:8][CH3:9])[CH:5]([CH3:7])[CH3:6])(C)C.[F:10][C:11]([F:25])([F:24])/[CH:12]=[CH:13]/[C:14]1[CH:22]=[CH:21]C(C(O)=O)=[C:16]([CH3:23])[CH:15]=1.[OH:26]N1C2C=CC=CC=2N=N1.Cl.CN(C)CCCN=C=NCC.NC1C=[CH:51][C:52]2[O:56][C:55]([CH2:57][OH:58])=[N:54][C:53]=2C=1.